Dataset: Forward reaction prediction with 1.9M reactions from USPTO patents (1976-2016). Task: Predict the product of the given reaction. (1) Given the reactants [F:1][C:2]1[CH:24]=[CH:23][C:5]([O:6][C:7]2[S:8][C:9]([C:20]([OH:22])=O)=[C:10]3[C:18]=2[C:17]2[N:16]([CH3:19])[N:15]=[CH:14][C:13]=2[CH2:12][CH2:11]3)=[CH:4][CH:3]=1.CC[N:27]=C=NCCCN(C)C, predict the reaction product. The product is: [F:1][C:2]1[CH:3]=[CH:4][C:5]([O:6][C:7]2[S:8][C:9]([C:20]([NH2:27])=[O:22])=[C:10]3[C:18]=2[C:17]2[N:16]([CH3:19])[N:15]=[CH:14][C:13]=2[CH2:12][CH2:11]3)=[CH:23][CH:24]=1. (2) Given the reactants [NH2:1][C:2]1[CH:26]=[CH:25][C:5]([O:6][C:7]2[C:8]([F:24])=[C:9]([C@H:14]([NH:17][S@@:18]([C:20]([CH3:23])([CH3:22])[CH3:21])=[O:19])[CH2:15][CH3:16])[CH:10]=[CH:11][C:12]=2[Cl:13])=[CH:4][CH:3]=1.[C:27](OC(=O)C)(=[O:29])[CH3:28], predict the reaction product. The product is: [Cl:13][C:12]1[C:7]([O:6][C:5]2[CH:4]=[CH:3][C:2]([NH:1][C:27](=[O:29])[CH3:28])=[CH:26][CH:25]=2)=[C:8]([F:24])[C:9]([C@H:14]([NH:17][S@@:18]([C:20]([CH3:22])([CH3:21])[CH3:23])=[O:19])[CH2:15][CH3:16])=[CH:10][CH:11]=1. (3) Given the reactants C(SC1C=C(CO)C=CC=1)C(C)C.C[O:15][C:16](=O)[C:17]1[CH:22]=[CH:21][CH:20]=[C:19]([S:23]([CH2:26][CH:27]([CH3:29])[CH3:28])(=[O:25])=[O:24])[CH:18]=1, predict the reaction product. The product is: [CH3:28][CH:27]([CH3:29])[CH2:26][S:23]([C:19]1[CH:18]=[C:17]([CH2:16][OH:15])[CH:22]=[CH:21][CH:20]=1)(=[O:25])=[O:24].